This data is from Forward reaction prediction with 1.9M reactions from USPTO patents (1976-2016). The task is: Predict the product of the given reaction. (1) Given the reactants [NH:1]1[CH2:5][CH2:4][NH:3][C:2]1=[O:6].[H-].[Na+].Br[CH2:10][CH2:11][CH2:12][O:13][Si:14]([C:17]([CH3:20])([CH3:19])[CH3:18])([CH3:16])[CH3:15], predict the reaction product. The product is: [Si:14]([O:13][CH2:12][CH2:11][CH2:10][N:1]1[CH2:5][CH2:4][NH:3][C:2]1=[O:6])([C:17]([CH3:18])([CH3:19])[CH3:20])([CH3:16])[CH3:15]. (2) Given the reactants [O:1]=[C:2]1[C:7]([CH2:8][C:9]2[CH:14]=[CH:13][C:12]([C:15]3[C:16]([C:21]#[N:22])=[CH:17][CH:18]=[CH:19][CH:20]=3)=[CH:11][CH:10]=2)=[C:6]([CH2:23][CH2:24][CH3:25])[N:5]2[N:26]=[CH:27][N:28]=[C:4]2[NH:3]1.I[CH:30]([CH3:32])[CH3:31].C(=O)([O-])[O-].[K+].[K+].CN(C)C(=O)C, predict the reaction product. The product is: [CH3:31][CH:30]([N:3]1[C:2](=[O:1])[C:7]([CH2:8][C:9]2[CH:10]=[CH:11][C:12]([C:15]3[C:16]([C:21]#[N:22])=[CH:17][CH:18]=[CH:19][CH:20]=3)=[CH:13][CH:14]=2)=[C:6]([CH2:23][CH2:24][CH3:25])[N:5]2[N:26]=[CH:27][N:28]=[C:4]12)[CH3:32]. (3) The product is: [NH2:38][C:39]([CH3:43])([CH3:42])[CH2:40][O:36][CH:7]([C:6]1[C:2]([CH3:1])=[N:3][O:4][C:5]=1[CH3:37])[C:8]1[O:9][C:10]2[CH:16]=[C:15]([CH2:17][C:18]([NH:20][CH:21]([C:28]3[CH:33]=[CH:32][C:31]([OH:34])=[CH:30][C:29]=3[CH3:35])[C:22]3[CH:27]=[CH:26][CH:25]=[CH:24][CH:23]=3)=[O:19])[CH:14]=[CH:13][C:11]=2[CH:12]=1. Given the reactants [CH3:1][C:2]1[C:6]([CH:7]([OH:36])[C:8]2[O:9][C:10]3[CH:16]=[C:15]([CH2:17][C:18]([NH:20][CH:21]([C:28]4[CH:33]=[CH:32][C:31]([OH:34])=[CH:30][C:29]=4[CH3:35])[C:22]4[CH:27]=[CH:26][CH:25]=[CH:24][CH:23]=4)=[O:19])[CH:14]=[CH:13][C:11]=3[CH:12]=2)=[C:5]([CH3:37])[O:4][N:3]=1.[NH2:38][C:39]([CH3:43])([CH3:42])[CH2:40]O.C(OCC#N)(C)C, predict the reaction product. (4) Given the reactants C([O:3][C:4](=O)[CH2:5][O:6][CH2:7][C:8]([NH2:20])([C:13]1[CH:18]=[CH:17][CH:16]=[C:15]([Br:19])[CH:14]=1)[C:9]([F:12])([F:11])[F:10])C, predict the reaction product. The product is: [Br:19][C:15]1[CH:14]=[C:13]([C:8]2([C:9]([F:12])([F:11])[F:10])[NH:20][C:4](=[O:3])[CH2:5][O:6][CH2:7]2)[CH:18]=[CH:17][CH:16]=1. (5) Given the reactants [H-].[H-].[H-].[H-].[Li+].[Al+3].[C:7]1([C:13]2[O:17][N:16]=[C:15]([C:18](O)=[O:19])[CH:14]=2)[CH:12]=[CH:11][CH:10]=[CH:9][CH:8]=1.C(OCC)(=O)C.S([O-])([O-])(=O)=O.[Na+].[Na+], predict the reaction product. The product is: [C:7]1([C:13]2[O:17][N:16]=[C:15]([CH2:18][OH:19])[CH:14]=2)[CH:8]=[CH:9][CH:10]=[CH:11][CH:12]=1. (6) Given the reactants [C:1]([C:5]1[CH:13]=[CH:12][C:8]([C:9](Cl)=[O:10])=[CH:7][CH:6]=1)([CH3:4])([CH3:3])[CH3:2].[C:14]1(=[O:40])[N:18]([C:19]2[N:24]=[C:23]([NH:25][C:26](=[O:34])[C:27]3[CH:32]=[CH:31][CH:30]=[CH:29][C:28]=3[NH2:33])[CH:22]=[CH:21][CH:20]=2)[C:17](=[O:35])[C:16]2=[CH:36][CH:37]=[CH:38][CH:39]=[C:15]12, predict the reaction product. The product is: [C:17]1(=[O:35])[N:18]([C:19]2[N:24]=[C:23]([NH:25][C:26](=[O:34])[C:27]3[CH:32]=[CH:31][CH:30]=[CH:29][C:28]=3[NH:33][C:9](=[O:10])[C:8]3[CH:12]=[CH:13][C:5]([C:1]([CH3:4])([CH3:3])[CH3:2])=[CH:6][CH:7]=3)[CH:22]=[CH:21][CH:20]=2)[C:14](=[O:40])[C:15]2=[CH:39][CH:38]=[CH:37][CH:36]=[C:16]12.